This data is from Forward reaction prediction with 1.9M reactions from USPTO patents (1976-2016). The task is: Predict the product of the given reaction. Given the reactants [F:1][C:2]1[C:7]([F:8])=[CH:6][CH:5]=[CH:4][C:3]=1[C:9]1[N:17]=[C:12]2[CH:13]=[N:14][NH:15][CH:16]=[C:11]2[N:10]=1.Cl[CH2:19][C:20]1[O:24][N:23]=[C:22]([C:25]2[CH:39]=[CH:38][C:28]([O:29][CH2:30][CH2:31][N:32]3[CH2:37][CH2:36][O:35][CH2:34][CH2:33]3)=[CH:27][CH:26]=2)[CH:21]=1, predict the reaction product. The product is: [F:1][C:2]1[C:7]([F:8])=[CH:6][CH:5]=[CH:4][C:3]=1[C:9]1[N:17]=[C:12]2[CH:13]=[N:14][N:15]([CH2:19][C:20]3[O:24][N:23]=[C:22]([C:25]4[CH:39]=[CH:38][C:28]([O:29][CH2:30][CH2:31][N:32]5[CH2:37][CH2:36][O:35][CH2:34][CH2:33]5)=[CH:27][CH:26]=4)[CH:21]=3)[CH:16]=[C:11]2[N:10]=1.